From a dataset of Catalyst prediction with 721,799 reactions and 888 catalyst types from USPTO. Predict which catalyst facilitates the given reaction. Reactant: Br[CH:2]([CH3:13])[C:3]([CH:5]1[CH2:7][CH:6]1[C:8]([O:10][CH2:11][CH3:12])=[O:9])=O.[CH3:14][C:15]1[CH:20]=[CH:19][N:18]=[C:17]([NH2:21])[CH:16]=1. Product: [CH3:13][C:2]1[N:18]2[CH:19]=[CH:20][C:15]([CH3:14])=[CH:16][C:17]2=[N:21][C:3]=1[CH:5]1[CH2:7][CH:6]1[C:8]([O:10][CH2:11][CH3:12])=[O:9]. The catalyst class is: 14.